This data is from Forward reaction prediction with 1.9M reactions from USPTO patents (1976-2016). The task is: Predict the product of the given reaction. (1) Given the reactants [Cl:1][C:2]1[CH:3]=[C:4]([S:9]([N:12]([CH2:22][C:23]([O:25][C:26]([CH3:29])([CH3:28])[CH3:27])=[O:24])[C:13]2[CH:14]=[C:15]3[C:19](=[CH:20][CH:21]=2)[NH:18][CH2:17][CH2:16]3)(=[O:11])=[O:10])[CH:5]=[C:6]([Cl:8])[CH:7]=1.C(N(C(C)C)CC)(C)C.[C:39](Cl)(Cl)=[O:40].[NH2:43][C:44]1[CH:49]=[CH:48][N:47]=[CH:46][CH:45]=1.[H-].[Na+], predict the reaction product. The product is: [Cl:1][C:2]1[CH:3]=[C:4]([S:9]([N:12]([CH2:22][C:23]([O:25][C:26]([CH3:29])([CH3:28])[CH3:27])=[O:24])[C:13]2[CH:14]=[C:15]3[C:19](=[CH:20][CH:21]=2)[N:18]([C:39](=[O:40])[NH:43][C:44]2[CH:49]=[CH:48][N:47]=[CH:46][CH:45]=2)[CH2:17][CH2:16]3)(=[O:11])=[O:10])[CH:5]=[C:6]([Cl:8])[CH:7]=1. (2) Given the reactants [Cl:1][C:2]1[CH:24]=[CH:23][C:5]([C:6]([N:8]2[CH2:13][CH2:12][N:11]([C:14]([O:16][C:17]([CH3:20])([CH3:19])[CH3:18])=[O:15])[CH2:10][CH:9]2[CH2:21][OH:22])=[O:7])=[C:4](F)[CH:3]=1.[H-].[Na+], predict the reaction product. The product is: [Cl:1][C:2]1[CH:24]=[CH:23][C:5]2[C:6](=[O:7])[N:8]3[CH2:13][CH2:12][N:11]([C:14]([O:16][C:17]([CH3:20])([CH3:19])[CH3:18])=[O:15])[CH2:10][CH:9]3[CH2:21][O:22][C:4]=2[CH:3]=1. (3) The product is: [Cl:24][C:25]1[CH:32]=[CH:31][CH:30]=[C:29]([Cl:33])[C:26]=1[CH2:27][O:2][C:1]([C:4]12[CH2:11][CH2:10][C:7]([NH:12][CH2:13][C:14]([N:16]3[CH2:20][C@@H:19]([F:21])[CH2:18][C@H:17]3[C:22]#[N:23])=[O:15])([CH2:8][CH2:9]1)[CH2:6][CH2:5]2)=[O:3]. Given the reactants [C:1]([C:4]12[CH2:11][CH2:10][C:7]([NH:12][CH2:13][C:14]([N:16]3[CH2:20][C@@H:19]([F:21])[CH2:18][C@H:17]3[C:22]#[N:23])=[O:15])([CH2:8][CH2:9]1)[CH2:6][CH2:5]2)([OH:3])=[O:2].[Cl:24][C:25]1[CH:32]=[CH:31][CH:30]=[C:29]([Cl:33])[C:26]=1[CH2:27]Br, predict the reaction product. (4) Given the reactants [H-].[Na+].[Cl:3][C:4]1[CH:5]=[C:6]([CH:21]=[CH:22][C:23]=1[Cl:24])[CH:7]=[CH:8][C:9]1=[N:10][CH2:11][C:12](=O)[NH:13][C:14]2[CH:19]=[CH:18][CH:17]=[CH:16][C:15]1=2.P(Cl)(OCC)(OCC)=O.C([N-]C(C)C)(C)C.[Li+].[N+:42]([CH2:44][C:45]([O:47][CH2:48][CH3:49])=[O:46])#[C-:43].C(O)(=O)C, predict the reaction product. The product is: [Cl:3][C:4]1[CH:5]=[C:6]([CH:21]=[CH:22][C:23]=1[Cl:24])[CH:7]=[CH:8][C:9]1=[N:10][CH2:11][C:12]2[N:13]([CH:43]=[N:42][C:44]=2[C:45]([O:47][CH2:48][CH3:49])=[O:46])[C:14]2[CH:19]=[CH:18][CH:17]=[CH:16][C:15]1=2.